From a dataset of Forward reaction prediction with 1.9M reactions from USPTO patents (1976-2016). Predict the product of the given reaction. (1) Given the reactants C([O:4][CH2:5][C@@H:6]1[CH2:11][C@@H:10]([O:12][Si:13]([C:16]([CH3:19])([CH3:18])[CH3:17])([CH3:15])[CH3:14])[CH2:9][C:8](=[O:20])[O:7]1)(=O)C, predict the reaction product. The product is: [Si:13]([O:12][C@@H:10]1[CH2:11][C@@H:6]([CH2:5][OH:4])[O:7][C:8](=[O:20])[CH2:9]1)([C:16]([CH3:19])([CH3:18])[CH3:17])([CH3:15])[CH3:14]. (2) Given the reactants Br[C:2]1[CH:7]=[CH:6][C:5]([N:8]2[C:12]([C:13]3[CH:18]=[CH:17][N:16]=[CH:15][CH:14]=3)=[N:11][CH:10]=[N:9]2)=[CH:4][CH:3]=1.[C:19]([Si:21]([CH3:24])([CH3:23])[CH3:22])#[CH:20].O, predict the reaction product. The product is: [CH3:22][Si:21]([C:19]#[C:20][C:2]1[CH:7]=[CH:6][C:5]([N:8]2[C:12]([C:13]3[CH:18]=[CH:17][N:16]=[CH:15][CH:14]=3)=[N:11][CH:10]=[N:9]2)=[CH:4][CH:3]=1)([CH3:24])[CH3:23]. (3) Given the reactants [N:1]1([C:7]([O:9][C:10]([CH3:13])([CH3:12])[CH3:11])=[O:8])[CH2:6][CH2:5][NH:4][CH2:3][CH2:2]1.Br[C:15]1[S:16][C:17]([C:20]([O:22][CH3:23])=[O:21])=[CH:18][N:19]=1.C1(C2CCCCCCCCCC=2)CCCCCCCCNN=1.Cl, predict the reaction product. The product is: [CH3:23][O:22][C:20]([C:17]1[S:16][C:15]([N:4]2[CH2:5][CH2:6][N:1]([C:7]([O:9][C:10]([CH3:13])([CH3:12])[CH3:11])=[O:8])[CH2:2][CH2:3]2)=[N:19][CH:18]=1)=[O:21]. (4) Given the reactants [NH2:1][C:2]1[CH:10]=[CH:9][C:8]([Cl:11])=[CH:7][C:3]=1[C:4]([OH:6])=[O:5].[O:12]1[CH:16]=[CH:15][C:14]([C:17]2[CH:18]=[C:19]([NH:23][C:24](=[O:29])[CH2:25][C:26](O)=[O:27])[CH:20]=[CH:21][CH:22]=2)=[CH:13]1, predict the reaction product. The product is: [Cl:11][C:8]1[CH:9]=[CH:10][C:2]([NH:1][C:26](=[O:27])[CH2:25][C:24]([NH:23][C:19]2[CH:20]=[CH:21][CH:22]=[C:17]([C:14]3[CH:15]=[CH:16][O:12][CH:13]=3)[CH:18]=2)=[O:29])=[C:3]([CH:7]=1)[C:4]([OH:6])=[O:5]. (5) Given the reactants [NH2:1][C:2]1[N:7]=[C:6]([C:8]2[N:12]3[CH:13]=[CH:14][C:15]([C:17]([CH3:21])([CH3:20])[C:18]#[N:19])=[CH:16][C:11]3=[N:10][C:9]=2[C:22]2[CH:27]=[CH:26][C:25]([F:28])=[CH:24][CH:23]=2)[CH:5]=[CH:4][N:3]=1.[H-].[Al+3].[Li+].[H-].[H-].[H-], predict the reaction product. The product is: [NH2:19][CH2:18][C:17]([C:15]1[CH:14]=[CH:13][N:12]2[C:8]([C:6]3[CH:5]=[CH:4][N:3]=[C:2]([NH2:1])[N:7]=3)=[C:9]([C:22]3[CH:23]=[CH:24][C:25]([F:28])=[CH:26][CH:27]=3)[N:10]=[C:11]2[CH:16]=1)([CH3:20])[CH3:21]. (6) Given the reactants [CH2:1]([C:5]1[N:6]=[C:7]([NH2:25])[C:8]2[NH:13][N:12]=[C:11]([CH2:14][CH2:15][CH2:16][CH2:17][CH2:18][CH2:19][N:20]3[CH2:24][CH2:23][CH2:22][CH2:21]3)[C:9]=2[N:10]=1)[CH2:2][CH2:3][CH3:4].[C:26]([OH:33])(=[O:32])/[CH:27]=[CH:28]\[C:29]([OH:31])=[O:30], predict the reaction product. The product is: [C:26]([OH:33])(=[O:32])/[CH:27]=[CH:28]\[C:29]([OH:31])=[O:30].[CH2:1]([C:5]1[N:6]=[C:7]([NH2:25])[C:8]2[NH:13][N:12]=[C:11]([CH2:14][CH2:15][CH2:16][CH2:17][CH2:18][CH2:19][N:20]3[CH2:24][CH2:23][CH2:22][CH2:21]3)[C:9]=2[N:10]=1)[CH2:2][CH2:3][CH3:4].[CH2:1]([C:5]1[N:6]=[C:7]([NH2:25])[C:8]2[NH:13][N:12]=[C:11]([CH2:14][CH2:15][CH2:16][CH2:17][CH2:18][CH2:19][N:20]3[CH2:24][CH2:23][CH2:22][CH2:21]3)[C:9]=2[N:10]=1)[CH2:2][CH2:3][CH3:4]. (7) Given the reactants [CH2:1]([N:5]([CH2:28][CH3:29])[C:6]([C:8]1[CH:21]=[N:20][C:19]2[C:10](=[CH:11][CH:12]=[C:13]3[C:18]=2[N:17]=[CH:16][CH:15]([C:22]([O:24]CC)=[O:23])[C:14]3=[O:27])[CH:9]=1)=[O:7])[CH2:2][CH2:3][CH3:4], predict the reaction product. The product is: [CH2:1]([N:5]([CH2:28][CH3:29])[C:6]([C:8]1[CH:21]=[N:20][C:19]2[C:10](=[CH:11][CH:12]=[C:13]3[C:18]=2[N:17]=[CH:16][CH:15]([C:22]([OH:24])=[O:23])[C:14]3=[O:27])[CH:9]=1)=[O:7])[CH2:2][CH2:3][CH3:4].